Dataset: Full USPTO retrosynthesis dataset with 1.9M reactions from patents (1976-2016). Task: Predict the reactants needed to synthesize the given product. (1) The reactants are: [Br:1][C:2]1[N:3]([C:8]2[C:13]([N+:14]([O-])=O)=[CH:12][CH:11]=[C:10]([O:17][CH3:18])[N:9]=2)[CH:4]=[C:5]([CH3:7])[N:6]=1.Cl.O.O.[Sn](Cl)Cl.[OH-].[Na+]. Given the product [Br:1][C:2]1[N:3]([C:8]2[C:13]([NH2:14])=[CH:12][CH:11]=[C:10]([O:17][CH3:18])[N:9]=2)[CH:4]=[C:5]([CH3:7])[N:6]=1, predict the reactants needed to synthesize it. (2) Given the product [N+:8]([C:5]1[CH:6]=[CH:7][C:2]([N:11]2[CH:16]=[CH:15][CH:14]=[CH:13][C:12]2=[O:17])=[CH:3][CH:4]=1)([O-:10])=[O:9], predict the reactants needed to synthesize it. The reactants are: I[C:2]1[CH:7]=[CH:6][C:5]([N+:8]([O-:10])=[O:9])=[CH:4][CH:3]=1.[N:11]1[CH:16]=[CH:15][CH:14]=[CH:13][C:12]=1[O-:17].C([N+](CCCC)(CCCC)CCCC)CCC. (3) The reactants are: [CH3:1][O:2][C:3](=[O:19])/[CH:4]=[CH:5]/[C:6]1[C:7]([CH3:18])=[N:8][O:9][C:10]=1[C:11]1[CH:16]=[CH:15][C:14](Br)=[CH:13][CH:12]=1.[CH2:20]([O:22][C:23]([C:25]1([C:28]2[CH:33]=[CH:32][C:31](B3OC(C)(C)C(C)(C)O3)=[CH:30][CH:29]=2)[CH2:27][CH2:26]1)=[O:24])[CH3:21]. Given the product [CH2:20]([O:22][C:23]([C:25]1([C:28]2[CH:33]=[CH:32][C:31]([C:14]3[CH:15]=[CH:16][C:11]([C:10]4[O:9][N:8]=[C:7]([CH3:18])[C:6]=4/[CH:5]=[CH:4]/[C:3]([O:2][CH3:1])=[O:19])=[CH:12][CH:13]=3)=[CH:30][CH:29]=2)[CH2:26][CH2:27]1)=[O:24])[CH3:21], predict the reactants needed to synthesize it. (4) Given the product [C:1]([C:3]1[CH:8]=[C:7]([CH3:9])[CH:6]=[CH:5][C:4]=1[C:10]1[CH:15]=[C:14]([O:16][CH2:17][CH:18]2[CH2:22][O:21][C:20]([CH3:23])([CH3:24])[O:19]2)[CH:13]=[C:12]([C:25]([OH:27])=[O:26])[CH:11]=1)#[N:2], predict the reactants needed to synthesize it. The reactants are: [C:1]([C:3]1[CH:8]=[C:7]([CH3:9])[CH:6]=[CH:5][C:4]=1[C:10]1[CH:15]=[C:14]([O:16][CH2:17][CH:18]2[CH2:22][O:21][C:20]([CH3:24])([CH3:23])[O:19]2)[CH:13]=[C:12]([C:25]([O:27]C)=[O:26])[CH:11]=1)#[N:2].[OH-].[Li+].Cl.